This data is from Forward reaction prediction with 1.9M reactions from USPTO patents (1976-2016). The task is: Predict the product of the given reaction. (1) Given the reactants FC(F)(F)[C:3]1[CH:4]=[C:5]([NH:8][C:9]([C:11]2[C:16]([NH2:17])=[N:15][C:14]([C:18]([F:21])([F:20])[F:19])=[C:13](Br)[N:12]=2)=[O:10])[NH:6][N:7]=1.NC1C(C(O)=O)=NC=C(C(F)(F)F)N=1.N1NC(N)=CC=1, predict the reaction product. The product is: [N:7]1[NH:6][C:5]([NH:8][C:9]([C:11]2[C:16]([NH2:17])=[N:15][C:14]([C:18]([F:20])([F:21])[F:19])=[CH:13][N:12]=2)=[O:10])=[CH:4][CH:3]=1. (2) Given the reactants [CH2:1]([O:3][C:4]([C:6]1[S:10][C:9](Br)=[N:8][CH:7]=1)=[O:5])[CH3:2].C([O-])([O-])=O.[K+].[K+].[C:18]1([SH:24])[CH:23]=[CH:22][CH:21]=[CH:20][CH:19]=1, predict the reaction product. The product is: [CH2:1]([O:3][C:4]([C:6]1[S:10][C:9]([S:24][C:18]2[CH:23]=[CH:22][CH:21]=[CH:20][CH:19]=2)=[N:8][CH:7]=1)=[O:5])[CH3:2]. (3) The product is: [C:12]1([C:2]2[CH:8]=[C:7]([N+:9]([O-:11])=[O:10])[CH:6]=[CH:5][C:3]=2[NH2:4])[CH:17]=[CH:16][CH:15]=[CH:14][CH:13]=1. Given the reactants Br[C:2]1[CH:8]=[C:7]([N+:9]([O-:11])=[O:10])[CH:6]=[CH:5][C:3]=1[NH2:4].[C:12]1(B(O)O)[CH:17]=[CH:16][CH:15]=[CH:14][CH:13]=1.C(=O)([O-])[O-].[K+].[K+].Cl, predict the reaction product. (4) Given the reactants [C:1]([O:5][C:6]([NH:8][CH:9]1[CH2:14][CH2:13][CH2:12][NH:11][CH2:10]1)=[O:7])([CH3:4])([CH3:3])[CH3:2].[OH:15][C:16]1[CH:21]=[CH:20][CH:19]=[CH:18][C:17]=1[C:22](=[O:42])[CH2:23][N:24]1[C:33](=[O:34])[C:32]2[N:31]([CH2:35][CH:36]=[C:37]([CH3:39])[CH3:38])[C:30](Cl)=[N:29][C:28]=2[N:27]([CH3:41])[C:25]1=[O:26].C(=O)([O-])[O-].[Na+].[Na+].O, predict the reaction product. The product is: [OH:15][C:16]1[CH:21]=[CH:20][CH:19]=[CH:18][C:17]=1[C:22](=[O:42])[CH2:23][N:24]1[C:33](=[O:34])[C:32]2[N:31]([CH2:35][CH:36]=[C:37]([CH3:38])[CH3:39])[C:30]([N:11]3[CH2:12][CH2:13][CH2:14][CH:9]([NH:8][C:6]([O:5][C:1]([CH3:4])([CH3:2])[CH3:3])=[O:7])[CH2:10]3)=[N:29][C:28]=2[N:27]([CH3:41])[C:25]1=[O:26]. (5) Given the reactants [NH2:1][C:2]1[N:7]=[CH:6][C:5]([C:8]([N:10]([CH2:13][CH3:14])[CH2:11][CH3:12])=[O:9])=[CH:4][C:3]=1[NH:15][C:16](=O)[CH2:17][C:18]1[CH:23]=[CH:22][C:21]([O:24][CH2:25][CH3:26])=[CH:20][CH:19]=1.[N+:28]([C:31]1[S:35][C:34]([CH:36]=O)=[CH:33][CH:32]=1)([O-:30])=[O:29].N1C=CC=CC=1, predict the reaction product. The product is: [CH2:25]([O:24][C:21]1[CH:22]=[CH:23][C:18]([CH2:17][C:16]2[N:1]([CH2:36][C:34]3[S:35][C:31]([N+:28]([O-:30])=[O:29])=[CH:32][CH:33]=3)[C:2]3=[N:7][CH:6]=[C:5]([C:8]([N:10]([CH2:13][CH3:14])[CH2:11][CH3:12])=[O:9])[CH:4]=[C:3]3[N:15]=2)=[CH:19][CH:20]=1)[CH3:26]. (6) Given the reactants Cl.[NH2:2][C:3]1[CH:8]=[CH:7][C:6]([N:9]2[CH2:14][CH2:13][C:12](=[O:15])[CH2:11][CH2:10]2)=[CH:5][CH:4]=1.C(N(CC)CC)C.Cl[C:24](=[O:31])[CH2:25][C:26]([O:28][CH2:29][CH3:30])=[O:27], predict the reaction product. The product is: [O:31]=[C:24]([NH:2][C:3]1[CH:8]=[CH:7][C:6]([N:9]2[CH2:10][CH2:11][C:12](=[O:15])[CH2:13][CH2:14]2)=[CH:5][CH:4]=1)[CH2:25][C:26]([O:28][CH2:29][CH3:30])=[O:27].